Dataset: Reaction yield outcomes from USPTO patents with 853,638 reactions. Task: Predict the reaction yield, written as a fraction of the theoretical maximum amount of product (1.0 means a 100% yield; for example, 0.34 means a 34% yield). (1) The reactants are [CH:1]1([O:6][C:7](=[O:31])[C@@H:8]([N:15]([CH2:23][C:24]2[CH:29]=[CH:28][CH:27]=[C:26]([NH2:30])[CH:25]=2)[C:16]([O:18][C:19]([CH3:22])([CH3:21])[CH3:20])=[O:17])[C:9]2[CH:14]=[CH:13][CH:12]=[CH:11][CH:10]=2)[CH2:5][CH2:4][CH2:3][CH2:2]1.[CH2:32]([O:36][CH:37]([O:39][NH:40][C:41]([C:43]1[S:47][C:46]2[CH:48]=[C:49]([CH:52]=O)[CH:50]=[CH:51][C:45]=2[CH:44]=1)=[O:42])[CH3:38])[CH:33]([CH3:35])[CH3:34].C(O[BH-](OC(=O)C)OC(=O)C)(=O)C.[Na+].C(Cl)Cl. The catalyst is ClCCCl.C(O)(=O)C. The product is [CH:1]1([O:6][C:7](=[O:31])[C@@H:8]([N:15]([C:16]([O:18][C:19]([CH3:22])([CH3:21])[CH3:20])=[O:17])[CH2:23][C:24]2[CH:29]=[CH:28][CH:27]=[C:26]([NH:30][CH2:52][C:49]3[CH:50]=[CH:51][C:45]4[CH:44]=[C:43]([C:41](=[O:42])[NH:40][O:39][CH:37]([O:36][CH2:32][CH:33]([CH3:34])[CH3:35])[CH3:38])[S:47][C:46]=4[CH:48]=3)[CH:25]=2)[C:9]2[CH:14]=[CH:13][CH:12]=[CH:11][CH:10]=2)[CH2:5][CH2:4][CH2:3][CH2:2]1. The yield is 0.730. (2) The reactants are [CH:1]1[C:13]2[N:12]([CH2:14][CH2:15][OH:16])[C:11]3[C:6](=[CH:7][CH:8]=[CH:9][CH:10]=3)[C:5]=2[CH:4]=[CH:3][CH:2]=1.[CH3:17][O:18][C:19](=[O:45])[C@@H:20]([NH:29][C:30]1[CH:35]=[CH:34][CH:33]=[CH:32][C:31]=1OC(=O)C1C=CC=CC=1)[CH2:21][C:22]1[CH:27]=[CH:26][C:25](O)=[CH:24][CH:23]=1.[CH2:46](P(CCCC)CCCC)[CH2:47][CH2:48]C.[CH2:59]1[CH2:63][O:62][CH2:61][CH2:60]1. The catalyst is O. The product is [CH3:17][O:18][C:19](=[O:45])[C@@H:20]([NH:29][C:30]1[CH:35]=[CH:34][CH:33]=[CH:32][C:31]=1[C:61](=[O:62])[C:60]1[CH:59]=[CH:63][CH:48]=[CH:47][CH:46]=1)[CH2:21][C:22]1[CH:23]=[CH:24][C:25]([O:16][CH2:15][CH2:14][N:12]2[C:11]3[CH:10]=[CH:9][CH:8]=[CH:7][C:6]=3[C:5]3[C:13]2=[CH:1][CH:2]=[CH:3][CH:4]=3)=[CH:26][CH:27]=1. The yield is 0.830. (3) The reactants are Cl[C:2]([F:21])([F:20])[C:3](Cl)([F:18])[O:4][C:5]([Cl:17])([Cl:16])[C:6]([F:15])([F:14])[C:7](Cl)([F:12])[C:8](Cl)([F:10])[F:9]. The catalyst is [Zn].CN(C)C=O. The product is [C:8](=[C:7]([C:6]([C:5]([O:4][C:3](=[C:2]([F:20])[F:21])[F:18])([Cl:16])[Cl:17])([F:15])[F:14])[F:12])([F:10])[F:9]. The yield is 0.620. (4) The yield is 0.970. The reactants are CC(C)(C)C([NH:5][C:6]1[CH:11]=[CH:10][C:9]([C:12]([F:15])([F:14])[F:13])=[C:8]([N+:16]([O-:18])=[O:17])[CH:7]=1)=O.C([O-])(O)=O.[Na+]. The catalyst is Cl. The product is [N+:16]([C:8]1[CH:7]=[C:6]([CH:11]=[CH:10][C:9]=1[C:12]([F:13])([F:14])[F:15])[NH2:5])([O-:18])=[O:17]. (5) The reactants are [CH:1]1([C:4]([NH:6][C:7]2[N:8]=[C:9]3[CH:14]=[CH:13][C:12]([O:15][C:16]4[CH:17]=[CH:18][C:19]([CH3:32])=[C:20]([NH:22][C:23]([C:25]5[N:29]([CH3:30])[N:28]=[C:27]([CH3:31])[CH:26]=5)=[O:24])[CH:21]=4)=[N:11][N:10]3[CH:33]=2)=[O:5])[CH2:3][CH2:2]1.[CH3:34][S:35]([OH:38])(=[O:37])=[O:36]. The catalyst is C(O)C. The product is [CH3:34][S:35]([OH:38])(=[O:37])=[O:36].[CH:1]1([C:4]([NH:6][C:7]2[N:8]=[C:9]3[CH:14]=[CH:13][C:12]([O:15][C:16]4[CH:17]=[CH:18][C:19]([CH3:32])=[C:20]([NH:22][C:23]([C:25]5[N:29]([CH3:30])[N:28]=[C:27]([CH3:31])[CH:26]=5)=[O:24])[CH:21]=4)=[N:11][N:10]3[CH:33]=2)=[O:5])[CH2:3][CH2:2]1. The yield is 0.670. (6) The reactants are [NH2:1][CH2:2][C:3]1[CH:8]=[CH:7][CH:6]=[CH:5][N:4]=1.C(OC([NH:16][CH2:17][C:18]1[CH:26]=[CH:25][C:21]([C:22](O)=[O:23])=[CH:20][CH:19]=1)=O)(C)(C)C. No catalyst specified. The product is [NH2:16][CH2:17][C:18]1[CH:26]=[CH:25][C:21]([C:22]([NH:1][CH2:2][C:3]2[CH:8]=[CH:7][CH:6]=[CH:5][N:4]=2)=[O:23])=[CH:20][CH:19]=1. The yield is 1.00.